From a dataset of Catalyst prediction with 721,799 reactions and 888 catalyst types from USPTO. Predict which catalyst facilitates the given reaction. Reactant: [Cl:1][C:2]1[CH:25]=[CH:24][CH:23]=[C:22]([F:26])[C:3]=1[O:4][C:5]1[CH2:9][N:8]([C@@H:10]([CH2:14][CH:15]2[CH2:20][CH2:19][CH2:18][CH2:17][CH2:16]2)[C:11]([OH:13])=O)[C:7](=[O:21])[CH:6]=1.[NH2:27][C:28]1[CH:32]=[CH:31][N:30]([CH2:33][C:34]([CH3:37])([OH:36])[CH3:35])[N:29]=1.F[P-](F)(F)(F)(F)F.N1(O[P+](N(C)C)(N(C)C)N(C)C)C2C=CC=CC=2N=N1.C(N(CC)C(C)C)(C)C. Product: [Cl:1][C:2]1[CH:25]=[CH:24][CH:23]=[C:22]([F:26])[C:3]=1[O:4][C:5]1[CH2:9][N:8]([C@@H:10]([CH2:14][CH:15]2[CH2:20][CH2:19][CH2:18][CH2:17][CH2:16]2)[C:11]([NH:27][C:28]2[CH:32]=[CH:31][N:30]([CH2:33][C:34]([OH:36])([CH3:35])[CH3:37])[N:29]=2)=[O:13])[C:7](=[O:21])[CH:6]=1. The catalyst class is: 42.